Dataset: Forward reaction prediction with 1.9M reactions from USPTO patents (1976-2016). Task: Predict the product of the given reaction. (1) The product is: [CH3:1][O:2][C:3]([C:5]1[N:10]=[C:9]([C:27]2[CH:32]=[CH:31][C:30]([F:33])=[CH:29][CH:28]=2)[C:8]2[N:12]=[C:13]([C:15]3[CH:20]=[CH:19][CH:18]=[CH:17][CH:16]=3)[O:14][C:7]=2[C:6]=1[OH:21])=[O:4]. Given the reactants [CH3:1][O:2][C:3]([C:5]1[N:10]=[C:9](Br)[C:8]2[N:12]=[C:13]([C:15]3[CH:20]=[CH:19][CH:18]=[CH:17][CH:16]=3)[O:14][C:7]=2[C:6]=1[OH:21])=[O:4].C([Sn](CCCC)(CCCC)[C:27]1[CH:32]=[CH:31][C:30]([F:33])=[CH:29][CH:28]=1)CCC, predict the reaction product. (2) The product is: [NH2:1][C:2]1[S:3][C:4]2[C:10]([O:48][CH3:47])=[C:9]([S:21][C:20]#[N:19])[CH:8]=[C:7]([O:13][CH2:14][P:15]([OH:18])([OH:17])=[O:16])[C:5]=2[N:6]=1. Given the reactants [NH2:1][C:2]1[S:3][C:4]2[CH:10]=[C:9](F)[C:8](F)=[C:7]([O:13][CH2:14][P:15]([OH:18])([OH:17])=[O:16])[C:5]=2[N:6]=1.[NH2:19][C:20]1[S:21]C2C(Br)=CC(F)=C(OCP(O)(O)=O)C=2N=1.NC1SC2C([C:47](OCC)=[O:48])=CC=C(OCP(O)(O)=O)C=2N=1, predict the reaction product.